From a dataset of Full USPTO retrosynthesis dataset with 1.9M reactions from patents (1976-2016). Predict the reactants needed to synthesize the given product. (1) Given the product [Cl:19][C:15]1[CH:14]=[C:13]([C:7]2[C:8]([O:11][CH3:12])=[N:9][CH:10]=[C:5]([CH2:4][N:1]3[CH:22]=[CH:21][N:3]=[N:2]3)[CH:6]=2)[CH:18]=[CH:17][CH:16]=1, predict the reactants needed to synthesize it. The reactants are: [N:1]([CH2:4][C:5]1[CH:6]=[C:7]([C:13]2[CH:18]=[CH:17][CH:16]=[C:15]([Cl:19])[CH:14]=2)[C:8]([O:11][CH3:12])=[N:9][CH:10]=1)=[N+:2]=[N-:3].Br[CH2:21][C:22]1C=C(C2C=CC=C(Cl)C=2)C(OC)=NC=1.[N-]=[N+]=[N-].[Na+].C([O-])([O-])=O.[K+].[K+]. (2) The reactants are: [C:1]([O:5][C:6]([N:8]1[CH2:15][CH2:14][CH:13]2[NH:16][CH:10]([CH2:11][CH2:12]2)[CH2:9]1)=[O:7])([CH3:4])([CH3:3])[CH3:2].C(N(C(C)C)CC)(C)C.[C:26](O[C:26](=[O:29])[CH2:27][CH3:28])(=[O:29])[CH2:27][CH3:28]. Given the product [C:1]([O:5][C:6]([N:8]1[CH2:15][CH2:14][CH:13]2[N:16]([C:26](=[O:29])[CH2:27][CH3:28])[CH:10]([CH2:11][CH2:12]2)[CH2:9]1)=[O:7])([CH3:4])([CH3:2])[CH3:3], predict the reactants needed to synthesize it.